Dataset: Catalyst prediction with 721,799 reactions and 888 catalyst types from USPTO. Task: Predict which catalyst facilitates the given reaction. (1) Reactant: [C:1]([C:3]1[CH:8]=[CH:7][C:6]([CH2:9][CH2:10][N:11]2[CH2:16][CH2:15][C:14]([CH2:18][N:19]([CH3:29])[C:20]3[CH:28]=[CH:27][C:23]([C:24]([OH:26])=[O:25])=[CH:22][CH:21]=3)([OH:17])[CH2:13][CH2:12]2)=[CH:5][CH:4]=1)#[N:2].[ClH:30]. Product: [ClH:30].[C:1]([C:3]1[CH:4]=[CH:5][C:6]([CH2:9][CH2:10][N:11]2[CH2:12][CH2:13][C:14]([CH2:18][N:19]([CH3:29])[C:20]3[CH:21]=[CH:22][C:23]([C:24]([OH:26])=[O:25])=[CH:27][CH:28]=3)([OH:17])[CH2:15][CH2:16]2)=[CH:7][CH:8]=1)#[N:2]. The catalyst class is: 40. (2) Reactant: [NH2:1][CH2:2][C:3]([C:6]1[CH:7]=[C:8]([NH:12][C:13](=[O:24])[C:14]2[CH:19]=[CH:18][C:17]([O:20][CH3:21])=[C:16]([O:22][CH3:23])[CH:15]=2)[CH:9]=[CH:10][CH:11]=1)([CH3:5])[CH3:4].[C:25](Cl)(=[O:27])[CH3:26].N1C=CC=CC=1. Product: [C:25]([NH:1][CH2:2][C:3]([C:6]1[CH:7]=[C:8]([NH:12][C:13](=[O:24])[C:14]2[CH:19]=[CH:18][C:17]([O:20][CH3:21])=[C:16]([O:22][CH3:23])[CH:15]=2)[CH:9]=[CH:10][CH:11]=1)([CH3:5])[CH3:4])(=[O:27])[CH3:26]. The catalyst class is: 2. (3) Product: [C:1]([NH:4][C:5]1[CH:21]=[CH:20][C:8]([C:9]([NH:11][C:12]2[CH:13]=[CH:14][C:15]([O:18][CH3:19])=[CH:16][CH:17]=2)=[O:10])=[C:7]([NH:22][C:23]([CH:25]2[CH2:30][CH2:29][N:28]([CH2:37][C:34]3[CH:35]=[CH:36][N:31]=[CH:32][CH:33]=3)[CH2:27][CH2:26]2)=[O:24])[CH:6]=1)(=[O:3])[CH3:2]. The catalyst class is: 26. Reactant: [C:1]([NH:4][C:5]1[CH:21]=[CH:20][C:8]([C:9]([NH:11][C:12]2[CH:17]=[CH:16][C:15]([O:18][CH3:19])=[CH:14][CH:13]=2)=[O:10])=[C:7]([NH:22][C:23]([CH:25]2[CH2:30][CH2:29][NH:28][CH2:27][CH2:26]2)=[O:24])[CH:6]=1)(=[O:3])[CH3:2].[N:31]1[CH:36]=[CH:35][C:34]([CH:37]=O)=[CH:33][CH:32]=1.C(O)(=O)C.C(O[BH-](OC(=O)C)OC(=O)C)(=O)C.[Na+]. (4) Reactant: [N+:1]([C:4]1[CH:5]=[C:6]2[C:10](=[CH:11][CH:12]=1)[NH:9][CH:8]=[CH:7]2)([O-:3])=[O:2].C(=O)([O-])[O-].[Cs+].[Cs+].[CH3:19][O:20][C:21](=[O:38])[CH:22](OS(C(F)(F)F)(=O)=O)[CH2:23][C:24]1[CH:29]=[CH:28][CH:27]=[CH:26][CH:25]=1.CCCCCC. Product: [CH3:19][O:20][C:21](=[O:38])[CH:22]([N:9]1[C:10]2[C:6](=[CH:5][C:4]([N+:1]([O-:3])=[O:2])=[CH:12][CH:11]=2)[CH:7]=[CH:8]1)[CH2:23][C:24]1[CH:25]=[CH:26][CH:27]=[CH:28][CH:29]=1. The catalyst class is: 692. (5) Reactant: Br[CH2:2][CH:3]([C:5]1[CH:10]=[CH:9][C:8]([Cl:11])=[CH:7][CH:6]=1)[F:4].CC([O-])(C)C.[K+]. Product: [Cl:11][C:8]1[CH:9]=[CH:10][C:5]([C:3]([F:4])=[CH2:2])=[CH:6][CH:7]=1. The catalyst class is: 7. (6) The catalyst class is: 184. Product: [Cl:20][C:21]1[CH:26]=[C:25]([F:27])[CH:24]=[CH:23][C:22]=1[C:12]1[C:13]([CH3:17])=[N:14][N:15]([CH3:16])[C:11]=1[O:10][C:9]1[C:2]([F:1])=[CH:3][C:4]([C:5]#[N:6])=[CH:7][C:8]=1[F:19]. Reactant: [F:1][C:2]1[CH:3]=[C:4]([CH:7]=[C:8]([F:19])[C:9]=1[O:10][C:11]1[N:15]([CH3:16])[N:14]=[C:13]([CH3:17])[C:12]=1I)[C:5]#[N:6].[Cl:20][C:21]1[CH:26]=[C:25]([F:27])[CH:24]=[CH:23][C:22]=1B(O)O.C(=O)([O-])[O-].[K+].[K+].O.